From a dataset of Reaction yield outcomes from USPTO patents with 853,638 reactions. Predict the reaction yield, written as a fraction of the theoretical maximum amount of product (1.0 means a 100% yield; for example, 0.34 means a 34% yield). (1) The reactants are [NH2:1][C:2]1[C:7]([NH2:8])=[CH:6][C:5](Br)=[CH:4][N:3]=1.[N:10]1[CH:15]=[CH:14][C:13](B(O)O)=[CH:12][CH:11]=1.C([O-])([O-])=O.[Na+].[Na+]. The catalyst is C1COCC1.C1C=CC([P]([Pd]([P](C2C=CC=CC=2)(C2C=CC=CC=2)C2C=CC=CC=2)([P](C2C=CC=CC=2)(C2C=CC=CC=2)C2C=CC=CC=2)[P](C2C=CC=CC=2)(C2C=CC=CC=2)C2C=CC=CC=2)(C2C=CC=CC=2)C2C=CC=CC=2)=CC=1. The product is [N:10]1[CH:15]=[CH:14][C:13]([C:5]2[CH:6]=[C:7]([NH2:8])[C:2]([NH2:1])=[N:3][CH:4]=2)=[CH:12][CH:11]=1. The yield is 0.450. (2) The reactants are [Br:1][CH:2]1[CH:15]=[CH:14][C:13]2[C:4](=[C:5]3[C:10](=[CH:11][N:12]=2)[CH:9]=[CH:8][CH:7]=[CH:6]3)[C:3]1=O.P(Cl)(Cl)(Cl)(Cl)[Cl:18]. The catalyst is O=P(Cl)(Cl)Cl. The product is [Br:1][C:2]1[CH:15]=[CH:14][C:13]2[C:4](=[C:5]3[C:10](=[C:11]([Cl:18])[N:12]=2)[CH:9]=[CH:8][CH:7]=[CH:6]3)[CH:3]=1. The yield is 0.786. (3) The reactants are [NH2:1][C:2]1[CH:7]=[CH:6][CH:5]=[C:4]([NH2:8])[C:3]=1[NH:9][CH2:10][CH2:11][NH:12][C:13](=[O:19])[O:14][C:15]([CH3:18])([CH3:17])[CH3:16].Cl.[Cl:21][C:22]1[CH:27]=[C:26]([Cl:28])[CH:25]=[CH:24][C:23]=1[CH:29]([OH:34])[C:30](=N)OC. The catalyst is C(O)C.C(=O)([O-])O.[Na+].O. The product is [NH2:1][C:2]1[C:3]2[N:9]([CH2:10][CH2:11][NH:12][C:13](=[O:19])[O:14][C:15]([CH3:16])([CH3:18])[CH3:17])[C:30]([CH:29]([C:23]3[CH:24]=[CH:25][C:26]([Cl:28])=[CH:27][C:22]=3[Cl:21])[OH:34])=[N:8][C:4]=2[CH:5]=[CH:6][CH:7]=1. The yield is 0.990. (4) The reactants are [Br:1][C:2]1[CH:7]=[CH:6][C:5]([S:8](Cl)(=O)=O)=[CH:4][C:3]=1[F:12].C1(P(C2C=CC=CC=2)C2C=CC=CC=2)C=CC=CC=1.Cl. The catalyst is CN(C)C=O.ClCCl. The product is [Br:1][C:2]1[CH:7]=[CH:6][C:5]([SH:8])=[CH:4][C:3]=1[F:12]. The yield is 0.500. (5) The reactants are [CH:1]([CH:3]1[CH2:6][CH:5]([C:7]([O:9][CH3:10])=[O:8])[CH2:4]1)=O.[N+](=[C:13](P(=O)(OC)OC)C(=O)C)=[N-].C(=O)([O-])[O-].[K+].[K+]. The catalyst is CO.CCOC(C)=O. The product is [C:1]([CH:3]1[CH2:6][CH:5]([C:7]([O:9][CH3:10])=[O:8])[CH2:4]1)#[CH:13]. The yield is 0.563. (6) The reactants are [N:1]1([CH2:6][CH2:7][CH2:8][O:9][C:10]2[CH:15]=[CH:14][C:13]([C:16]3([CH:22]=O)[CH2:21][CH2:20][O:19][CH2:18][CH2:17]3)=[CH:12][CH:11]=2)[CH2:5][CH2:4][CH2:3][CH2:2]1.[CH3:24][N:25]1[CH2:30][CH2:29][NH:28][CH2:27][CH2:26]1. The catalyst is CC(C)[O-].[Ti+4].CC(C)[O-].CC(C)[O-].CC(C)[O-].C(O)C. The product is [CH3:24][N:25]1[CH2:30][CH2:29][N:28]([CH2:22][C:16]2([C:13]3[CH:12]=[CH:11][C:10]([O:9][CH2:8][CH2:7][CH2:6][N:1]4[CH2:5][CH2:4][CH2:3][CH2:2]4)=[CH:15][CH:14]=3)[CH2:21][CH2:20][O:19][CH2:18][CH2:17]2)[CH2:27][CH2:26]1. The yield is 0.560. (7) The reactants are Cl[C:2]1[CH:3]=[CH:4][N:5]2[C:10]([C:11]=1[CH3:12])=[C:9]([CH:13]1[CH2:15][CH2:14]1)[CH:8]=[C:7]([C:16]([O:18][CH3:19])=[O:17])[C:6]2=[O:20].[CH3:21][O:22][C:23]1[CH:29]=[C:28](B2OC(C)(C)C(C)(C)O2)[CH:27]=[CH:26][C:24]=1[NH2:25]. No catalyst specified. The product is [NH2:25][C:24]1[CH:26]=[CH:27][C:28]([C:2]2[CH:3]=[CH:4][N:5]3[C:10]([C:11]=2[CH3:12])=[C:9]([CH:13]2[CH2:15][CH2:14]2)[CH:8]=[C:7]([C:16]([O:18][CH3:19])=[O:17])[C:6]3=[O:20])=[CH:29][C:23]=1[O:22][CH3:21]. The yield is 0.400. (8) The reactants are [CH3:1]C(C)([O-])C.[K+].[F:7][C:8]1[CH:13]=[C:12]([N+:14]([O-:16])=[O:15])[CH:11]=[CH:10][C:9]=1[O:17][CH3:18].ClC1C=CC(OC[C:26]#[N:27])=CC=1. The catalyst is CN(C=O)C. The product is [F:7][C:8]1[CH:13]=[C:12]([N+:14]([O-:16])=[O:15])[C:11]([CH2:1][N+:27]#[C-:26])=[CH:10][C:9]=1[O:17][CH3:18]. The yield is 0.232. (9) The catalyst is C1COCC1.CO. The yield is 0.560. The reactants are [Br:1][C:2]1[CH:3]=[C:4]([C:15]([O:17]C)=[O:16])[C:5]2[C:6]([Cl:14])=[CH:7][N:8]([CH:11]([CH3:13])[CH3:12])[C:9]=2[CH:10]=1.[OH-].[Na+]. The product is [Br:1][C:2]1[CH:3]=[C:4]([C:15]([OH:17])=[O:16])[C:5]2[C:6]([Cl:14])=[CH:7][N:8]([CH:11]([CH3:12])[CH3:13])[C:9]=2[CH:10]=1.